From a dataset of Hepatocyte clearance measurements from AstraZeneca. Regression/Classification. Given a drug SMILES string, predict its absorption, distribution, metabolism, or excretion properties. Task type varies by dataset: regression for continuous measurements (e.g., permeability, clearance, half-life) or binary classification for categorical outcomes (e.g., BBB penetration, CYP inhibition). For this dataset (clearance_hepatocyte_az), we predict log10(clearance) (log10 of the in vitro intrinsic clearance, CLint, in uL/min per 10^6 hepatocytes; values are censored to the assay range of 3 to 150, which is 0.477 to 2.18 on this log10 scale). (1) The compound is O=C(c1cccc(Cl)c1Cl)N1CCN(c2ccccn2)CC1. The log10(clearance) is 2.18. (2) The molecule is O=C(O)[C@H](Cc1ccccc1)N1CCC(CN2CCC(Oc3ccc(CO)c(Cl)c3)CC2)CC1. The log10(clearance) is 1.45. (3) The drug is CCn1c(SCC(=O)Nc2cccc(C)c2)nnc1-c1ccccc1. The log10(clearance) is 2.18. (4) The molecule is CCCCC1=NC2(CCCC2)C(=O)N1Cc1ccc(-c2ccccc2-c2nn[nH]n2)cc1. The log10(clearance) is 1.02. (5) The molecule is O=C(Nc1cccc(-c2nnn[nH]2)c1)c1cccc2[nH]cnc12. The log10(clearance) is 1.65.